Task: Predict the product of the given reaction.. Dataset: Forward reaction prediction with 1.9M reactions from USPTO patents (1976-2016) (1) Given the reactants [CH3:1][C:2]1[NH:3][C:4]([CH3:24])=[C:5]([C:20]([O:22][CH3:23])=[O:21])[CH:6]([C@H:12]2[CH2:16][CH2:15][C@@H:14]([C:17]([OH:19])=O)C2)[C:7]=1[C:8]([O:10][CH3:11])=[O:9].C[C:26]1[CH:27]=[C:28]([CH:32]2[CH2:37][CH2:36][N:35]([CH2:38][CH2:39][CH2:40][NH2:41])[CH2:34][CH2:33]2)[CH:29]=[CH:30][CH:31]=1, predict the reaction product. The product is: [CH3:24][C:4]1[NH:3][C:2]([CH3:1])=[C:7]([C:8]([O:10][CH3:11])=[O:9])[CH:6]([CH2:12][CH2:16][CH:15]([NH:41][CH2:40][CH2:39][CH2:38][N:35]2[CH2:34][CH2:33][CH:32]([C:28]3[CH:29]=[CH:30][CH:31]=[CH:26][CH:27]=3)[CH2:37][CH2:36]2)[CH2:14][CH:17]=[O:19])[C:5]=1[C:20]([O:22][CH3:23])=[O:21]. (2) The product is: [S:33]1[C:34]2[CH:40]=[CH:39][CH:38]=[CH:37][C:35]=2[N:36]=[C:32]1[C:29]1[CH:28]=[CH:27][C:26]([NH:6][CH3:2])=[N:31][CH:30]=1. Given the reactants Br[C:2]1SC2C=C(OC)C=CC=2[N:6]=1.ClC1C=C(B(O)O)C=NC=1OC.Br[C:26]1[N:31]=[CH:30][C:29]([C:32]2[S:33][C:34]3[CH:40]=[C:39](OC)[CH:38]=[CH:37][C:35]=3[N:36]=2)=[CH:28][CH:27]=1, predict the reaction product. (3) Given the reactants [CH3:1][C@@H:2]1[CH2:7][N:6]([C:8]2[C:17]([CH:18]=O)=[CH:16][C:11]3[C:12]([CH3:15])=[N:13][O:14][C:10]=3[C:9]=2[F:20])[CH2:5][C@H:4]([CH3:21])[O:3]1.[NH:22]1[C:27](=[O:28])[CH2:26][C:25](=[O:29])[NH:24][C:23]1=[O:30], predict the reaction product. The product is: [F:20][C:9]1[C:10]2[O:14][N:13]=[C:12]([CH3:15])[C:11]=2[CH:16]=[C:17]2[C:8]=1[N:6]1[CH2:5][C@@H:4]([CH3:21])[O:3][C@@H:2]([CH3:1])[C@@H:7]1[C:26]1([C:25](=[O:29])[NH:24][C:23](=[O:30])[NH:22][C:27]1=[O:28])[CH2:18]2.